Dataset: Catalyst prediction with 721,799 reactions and 888 catalyst types from USPTO. Task: Predict which catalyst facilitates the given reaction. (1) Reactant: [Cl:1][C:2]1[C:11]([OH:12])=[C:10]([OH:13])[CH:9]=[CH:8][C:3]=1[C:4]([O:6][CH3:7])=[O:5].[F-].[K+].Br[CH2:17]Br. Product: [Cl:1][C:2]1[C:11]2[O:12][CH2:17][O:13][C:10]=2[CH:9]=[CH:8][C:3]=1[C:4]([O:6][CH3:7])=[O:5]. The catalyst class is: 18. (2) Reactant: FC1C=C2C(=CC=1)NC(=O)C2.N1C=CN=C1C(N)=O.[NH2:20][CH2:21][C@@H:22]([OH:30])[CH2:23][N:24]1[CH2:29][CH2:28][O:27][CH2:26][CH2:25]1.C(N(CC)CC)C. Product: [NH2:20][CH2:21][C@H:22]([OH:30])[CH2:23][N:24]1[CH2:25][CH2:26][O:27][CH2:28][CH2:29]1. The catalyst class is: 783. (3) Reactant: [CH3:1][O:2][CH2:3][C:4]1([C:17](OCC)=[O:18])[CH2:9][CH2:8][N:7]([C:10]([O:12][C:13]([CH3:16])([CH3:15])[CH3:14])=[O:11])[CH2:6][CH2:5]1.[H-].C([Al+]CC(C)C)C(C)C.O. Product: [OH:18][CH2:17][C:4]1([CH2:3][O:2][CH3:1])[CH2:9][CH2:8][N:7]([C:10]([O:12][C:13]([CH3:15])([CH3:16])[CH3:14])=[O:11])[CH2:6][CH2:5]1. The catalyst class is: 11. (4) Reactant: [NH2:1][C:2]1[CH:3]=[C:4]([C:9]2([CH2:16][F:17])[NH:14][C:13](=[S:15])[CH2:12][O:11][CH2:10]2)[C:5]([Cl:8])=[N:6][CH:7]=1.[Br:18][C:19]1[CH:20]=[CH:21][C:22]([C:25](O)=[O:26])=[N:23][CH:24]=1.C1C=NC2N(O)N=NC=2C=1.CCN(C(C)C)C(C)C.C(Cl)CCl. Product: [Cl:8][C:5]1[N:6]=[CH:7][C:2]([NH:1][C:25]([C:22]2[CH:21]=[CH:20][C:19]([Br:18])=[CH:24][N:23]=2)=[O:26])=[CH:3][C:4]=1[C:9]1([CH2:16][F:17])[CH2:10][O:11][CH2:12][C:13](=[S:15])[NH:14]1. The catalyst class is: 3. (5) The catalyst class is: 26. Product: [Cl:1][C:2]1[CH:7]=[CH:6][CH:5]=[CH:4][C:3]=1[CH2:8][CH2:9][C@@H:10]1[N:15]([CH3:33])[CH2:14][CH2:13][N:12]([C:16]2[C:25]3[CH:24]=[C:23]([CH3:26])[S:22][C:21]=3[NH:20][C:19]3[CH:27]=[CH:28][CH:29]=[CH:30][C:18]=3[N:17]=2)[CH2:11]1. Reactant: [Cl:1][C:2]1[CH:7]=[CH:6][CH:5]=[CH:4][C:3]=1[CH2:8][CH2:9][C@@H:10]1[NH:15][CH2:14][CH2:13][N:12]([C:16]2[C:25]3[CH:24]=[C:23]([CH3:26])[S:22][C:21]=3[NH:20][C:19]3[CH:27]=[CH:28][CH:29]=[CH:30][C:18]=3[N:17]=2)[CH2:11]1.C=O.[C:33](O[BH-](OC(=O)C)OC(=O)C)(=O)C.[Na+]. (6) Reactant: [C:1]([NH:8][C@@H:9]([C:14]([OH:16])=O)[C:10]([CH3:13])([CH3:12])[CH3:11])([O:3][C:4]([CH3:7])([CH3:6])[CH3:5])=[O:2].[OH:17][C:18]1([C:24]2[CH:29]=[CH:28][CH:27]=[CH:26][CH:25]=2)[CH2:23][CH2:22][NH:21][CH2:20][CH2:19]1.C1C=CC2N(O)N=NC=2C=1.C(Cl)CCl.C(N(CC)C(C)C)(C)C. Product: [C:4]([O:3][C:1](=[O:2])[NH:8][C@@H:9]([C:14]([N:21]1[CH2:22][CH2:23][C:18]([OH:17])([C:24]2[CH:25]=[CH:26][CH:27]=[CH:28][CH:29]=2)[CH2:19][CH2:20]1)=[O:16])[C:10]([CH3:11])([CH3:12])[CH3:13])([CH3:5])([CH3:6])[CH3:7]. The catalyst class is: 3. (7) Reactant: [CH3:1][C:2]1[C:7]([CH3:8])=[CH:6][CH:5]=[CH:4][C:3]=1[C:9]1[CH:10]=[C:11]([NH:15][C:16](=[O:23])[C:17]2[CH:22]=[CH:21][CH:20]=[CH:19][CH:18]=2)[CH:12]=[N:13][CH:14]=1. Product: [CH3:1][C:2]1[C:7]([CH3:8])=[CH:6][CH:5]=[CH:4][C:3]=1[CH:9]1[CH2:14][NH:13][CH2:12][CH:11]([NH:15][C:16]([C:17]2[CH:22]=[CH:21][CH:20]=[CH:19][CH:18]=2)=[O:23])[CH2:10]1. The catalyst class is: 8. (8) The catalyst class is: 216. Reactant: CC(C)([O-])C.[K+].O1CCCC1.[Br:12][C:13]1[CH:14]=[CH:15][C:16](=[O:19])[NH:17][CH:18]=1.C(=O)([O-])[O-].[K+].[K+].Br[CH2:27][CH:28]1[CH2:31][CH2:30][CH2:29]1. Product: [Br:12][C:13]1[CH:14]=[CH:15][C:16](=[O:19])[N:17]([CH2:27][CH:28]2[CH2:31][CH2:30][CH2:29]2)[CH:18]=1. (9) Reactant: CN(C(ON1N=NC2C=CC=NC1=2)=[N+](C)C)C.F[P-](F)(F)(F)(F)F.[NH2:25][CH2:26][C:27]1[C:28]([F:44])=[C:29]([O:34][C:35]2[CH:36]=[C:37]([CH:40]=[C:41]([Cl:43])[CH:42]=2)[C:38]#[N:39])[C:30]([Cl:33])=[CH:31][CH:32]=1.[CH3:45][S:46][CH2:47][CH2:48][O:49][C:50]1[CH:51]=[C:52]2[C:56](=[CH:57][CH:58]=1)[NH:55][C:54]([C:59](O)=[O:60])=[CH:53]2.CCN(C(C)C)C(C)C. Product: [Cl:33][C:30]1[CH:31]=[CH:32][C:27]([CH2:26][NH:25][C:59]([C:54]2[NH:55][C:56]3[C:52]([CH:53]=2)=[CH:51][C:50]([O:49][CH2:48][CH2:47][S:46][CH3:45])=[CH:58][CH:57]=3)=[O:60])=[C:28]([F:44])[C:29]=1[O:34][C:35]1[CH:36]=[C:37]([C:38]#[N:39])[CH:40]=[C:41]([Cl:43])[CH:42]=1. The catalyst class is: 303. (10) Reactant: [NH2:1][C:2]1[CH:11]=[CH:10][CH:9]=[C:8]2[C:3]=1[CH2:4][CH:5]([OH:13])[C:6](=[O:12])[NH:7]2.[F:14][C:15]([F:27])([F:26])[C:16]1[CH:25]=[CH:24][C:19]([CH2:20][N:21]=[C:22]=[O:23])=[CH:18][CH:17]=1. Product: [OH:13][CH:5]1[CH2:4][C:3]2[C:8](=[CH:9][CH:10]=[CH:11][C:2]=2[NH:1][C:22]([NH:21][CH2:20][C:19]2[CH:18]=[CH:17][C:16]([C:15]([F:14])([F:27])[F:26])=[CH:25][CH:24]=2)=[O:23])[NH:7][C:6]1=[O:12]. The catalyst class is: 13.